This data is from Full USPTO retrosynthesis dataset with 1.9M reactions from patents (1976-2016). The task is: Predict the reactants needed to synthesize the given product. (1) Given the product [N+:1]([C:4]1[CH:5]=[CH:6][C:7]([C:8]([O:10][C@@:11]([C:18]2[N:19]=[N:20][N:21]([CH2:23][C:24]3[CH:33]=[C:32]4[C:27]([C:28]([C:36]5[N:45]=[C:42]([CH3:43])[S:44][CH:37]=5)=[CH:29][C:30]([C:34]#[N:35])=[N:31]4)=[CH:26][CH:25]=3)[CH:22]=2)([C:14]([F:16])([F:17])[F:15])[CH2:12][CH3:13])=[O:9])=[CH:40][CH:41]=1)([O-:3])=[O:2], predict the reactants needed to synthesize it. The reactants are: [N+:1]([C:4]1[CH:41]=[CH:40][C:7]([C:8]([O:10][C@@:11]([C:18]2[N:19]=[N:20][N:21]([CH2:23][C:24]3[CH:33]=[C:32]4[C:27]([C:28]([C:36](=O)[CH2:37]Br)=[CH:29][C:30]([C:34]#[N:35])=[N:31]4)=[CH:26][CH:25]=3)[CH:22]=2)([C:14]([F:17])([F:16])[F:15])[CH2:12][CH3:13])=[O:9])=[CH:6][CH:5]=1)([O-:3])=[O:2].[C:42]([NH2:45])(=[S:44])[CH3:43]. (2) Given the product [CH2:1]([S:3]([C:6]1[CH:33]=[CH:32][C:9]([O:10][C:11]2[C:12]([CH:26]([OH:31])[CH2:27][OH:28])=[CH:13][C:14]3[N:18]=[C:17]([C:19]4[CH:24]=[CH:23][CH:22]=[CH:21][N:20]=4)[NH:16][C:15]=3[CH:25]=2)=[CH:8][CH:7]=1)(=[O:4])=[O:5])[CH3:2], predict the reactants needed to synthesize it. The reactants are: [CH2:1]([S:3]([C:6]1[CH:33]=[CH:32][C:9]([O:10][C:11]2[C:12]([CH:26]([OH:31])[C:27](OC)=[O:28])=[CH:13][C:14]3[N:18]=[C:17]([C:19]4[CH:24]=[CH:23][CH:22]=[CH:21][N:20]=4)[NH:16][C:15]=3[CH:25]=2)=[CH:8][CH:7]=1)(=[O:5])=[O:4])[CH3:2].[H-].[Al+3].[Li+].[H-].[H-].[H-]. (3) The reactants are: Br[C:2]1[CH:3]=[C:4]2[C:8](=[CH:9][CH:10]=1)[C:7](=[O:11])[O:6][CH2:5]2.[C:12]([O:16][C:17]([N:19]1[CH:23]=[CH:22][CH:21]=[C:20]1B(O)O)=[O:18])([CH3:15])([CH3:14])[CH3:13]. Given the product [O:11]=[C:7]1[C:8]2[C:4](=[CH:3][C:2]([C:20]3[N:19]([C:17]([O:16][C:12]([CH3:15])([CH3:14])[CH3:13])=[O:18])[CH:23]=[CH:22][CH:21]=3)=[CH:10][CH:9]=2)[CH2:5][O:6]1, predict the reactants needed to synthesize it. (4) Given the product [CH2:33]([C:20]1[CH:21]=[N:22][C:23]2[C:28]([C:19]=1[C:15]1[CH:14]=[C:13]([N:12]([CH2:11][C:8]3[CH:7]=[CH:6][C:5]([CH2:4][C:3]([OH:2])=[O:40])=[CH:10][CH:9]=3)[CH3:41])[CH:18]=[CH:17][CH:16]=1)=[CH:27][CH:26]=[CH:25][C:24]=2[C:29]([F:30])([F:32])[F:31])[C:34]1[CH:39]=[CH:38][CH:37]=[CH:36][CH:35]=1, predict the reactants needed to synthesize it. The reactants are: C[O:2][C:3](=[O:40])[CH2:4][C:5]1[CH:10]=[CH:9][C:8]([CH2:11][NH:12][C:13]2[CH:18]=[CH:17][CH:16]=[C:15]([C:19]3[C:28]4[C:23](=[C:24]([C:29]([F:32])([F:31])[F:30])[CH:25]=[CH:26][CH:27]=4)[N:22]=[CH:21][C:20]=3[CH2:33][C:34]3[CH:39]=[CH:38][CH:37]=[CH:36][CH:35]=3)[CH:14]=2)=[CH:7][CH:6]=1.[CH2:41]=O. (5) Given the product [C:88]([O:87][C:85]([N:82]1[CH2:81][CH2:80][CH:79]([NH:78][C:26](=[O:27])[C:25]2[CH:29]=[CH:30][C:22]([NH:21][C:19]3[N:18]=[CH:17][C:8]4[N:9]([CH3:16])[C:10](=[O:15])[C:11]([F:14])([F:13])[CH2:12][N:6]([CH:1]5[CH2:2][CH2:3][CH2:4][CH2:5]5)[C:7]=4[N:20]=3)=[C:23]([C:31]([F:33])([F:32])[F:34])[CH:24]=2)[CH2:84][CH2:83]1)=[O:86])([CH3:91])([CH3:90])[CH3:89], predict the reactants needed to synthesize it. The reactants are: [CH:1]1([N:6]2[CH2:12][C:11]([F:14])([F:13])[C:10](=[O:15])[N:9]([CH3:16])[C:8]3[CH:17]=[N:18][C:19]([NH:21][C:22]4[CH:30]=[CH:29][C:25]([C:26](O)=[O:27])=[CH:24][C:23]=4[C:31]([F:34])([F:33])[F:32])=[N:20][C:7]2=3)[CH2:5][CH2:4][CH2:3][CH2:2]1.ON1C2C=CC=CC=2N=N1.F[P-](F)(F)(F)(F)F.CN(C(N(C)C)=[N+]1C2C=CC=CC=2[N+]([O-])=N1)C.C(N(C(C)C)CC)(C)C.[NH2:78][CH:79]1[CH2:84][CH2:83][N:82]([C:85]([O:87][C:88]([CH3:91])([CH3:90])[CH3:89])=[O:86])[CH2:81][CH2:80]1. (6) Given the product [CH2:1]([C:8]1[C:9]([O:39][CH3:38])=[N:10][C:11]2[C:16]([C:17]=1[Cl:18])=[CH:15][C:14]([C:19]([C:31]1[N:35]([CH3:36])[CH:34]=[N:33][CH:32]=1)([C:21]1[CH:22]=[N:23][C:24]([C:27]([F:30])([F:29])[F:28])=[CH:25][CH:26]=1)[OH:20])=[CH:13][CH:12]=2)[C:2]1[CH:7]=[CH:6][CH:5]=[CH:4][CH:3]=1.[C:38]([OH:44])([C:40]([F:43])([F:42])[F:41])=[O:39], predict the reactants needed to synthesize it. The reactants are: [CH2:1]([C:8]1[C:9](Cl)=[N:10][C:11]2[C:16]([C:17]=1[Cl:18])=[CH:15][C:14]([C:19]([C:31]1[N:35]([CH3:36])[CH:34]=[N:33][CH:32]=1)([C:21]1[CH:22]=[N:23][C:24]([C:27]([F:30])([F:29])[F:28])=[CH:25][CH:26]=1)[OH:20])=[CH:13][CH:12]=2)[C:2]1[CH:7]=[CH:6][CH:5]=[CH:4][CH:3]=1.[C:38]([OH:44])([C:40]([F:43])([F:42])[F:41])=[O:39].C[O-].[Na+].CO. (7) Given the product [NH2:1][CH:2]([C:6]1[CH:11]=[CH:10][CH:9]=[CH:8][C:7]=1[O:12][CH2:13][C:14]1[CH:19]=[CH:18][CH:17]=[C:16]([Cl:20])[CH:15]=1)[C:3]([O:5][CH3:25])=[O:4], predict the reactants needed to synthesize it. The reactants are: [NH2:1][C@@H:2]([C:6]1[CH:11]=[CH:10][CH:9]=[CH:8][C:7]=1[O:12][CH2:13][C:14]1[CH:19]=[CH:18][CH:17]=[C:16]([Cl:20])[CH:15]=1)[C:3]([OH:5])=[O:4].S(Cl)(Cl)=O.[CH3:25]O.